Regression. Given two drug SMILES strings and cell line genomic features, predict the synergy score measuring deviation from expected non-interaction effect. From a dataset of NCI-60 drug combinations with 297,098 pairs across 59 cell lines. (1) Cell line: SF-268. Drug 1: CC(C1=C(C=CC(=C1Cl)F)Cl)OC2=C(N=CC(=C2)C3=CN(N=C3)C4CCNCC4)N. Drug 2: CC1=C(C(CCC1)(C)C)C=CC(=CC=CC(=CC(=O)O)C)C. Synergy scores: CSS=-0.955, Synergy_ZIP=3.02, Synergy_Bliss=2.84, Synergy_Loewe=-7.17, Synergy_HSA=-3.73. (2) Drug 1: C1=CC(=CC=C1CCCC(=O)O)N(CCCl)CCCl. Drug 2: CC12CCC3C(C1CCC2O)C(CC4=C3C=CC(=C4)O)CCCCCCCCCS(=O)CCCC(C(F)(F)F)(F)F. Cell line: K-562. Synergy scores: CSS=20.5, Synergy_ZIP=-8.95, Synergy_Bliss=-9.13, Synergy_Loewe=-9.71, Synergy_HSA=-8.99. (3) Drug 1: CN1C(=O)N2C=NC(=C2N=N1)C(=O)N. Drug 2: CS(=O)(=O)OCCCCOS(=O)(=O)C. Cell line: IGROV1. Synergy scores: CSS=-0.311, Synergy_ZIP=0.291, Synergy_Bliss=0.0932, Synergy_Loewe=-5.47, Synergy_HSA=-3.89. (4) Drug 1: COCCOC1=C(C=C2C(=C1)C(=NC=N2)NC3=CC=CC(=C3)C#C)OCCOC. Drug 2: CCC1=C2CN3C(=CC4=C(C3=O)COC(=O)C4(CC)O)C2=NC5=C1C=C(C=C5)O. Cell line: OVCAR3. Synergy scores: CSS=48.4, Synergy_ZIP=-3.03, Synergy_Bliss=-2.96, Synergy_Loewe=5.53, Synergy_HSA=5.73. (5) Drug 1: CC1=C2C(C(=O)C3(C(CC4C(C3C(C(C2(C)C)(CC1OC(=O)C(C(C5=CC=CC=C5)NC(=O)OC(C)(C)C)O)O)OC(=O)C6=CC=CC=C6)(CO4)OC(=O)C)OC)C)OC. Drug 2: C1=CC(=CC=C1CCCC(=O)O)N(CCCl)CCCl. Cell line: M14. Synergy scores: CSS=41.6, Synergy_ZIP=-1.81, Synergy_Bliss=-5.27, Synergy_Loewe=-16.5, Synergy_HSA=-2.52. (6) Drug 1: CCCCCOC(=O)NC1=NC(=O)N(C=C1F)C2C(C(C(O2)C)O)O. Drug 2: CC1C(C(CC(O1)OC2CC(CC3=C2C(=C4C(=C3O)C(=O)C5=CC=CC=C5C4=O)O)(C(=O)C)O)N)O. Cell line: SW-620. Synergy scores: CSS=35.1, Synergy_ZIP=-0.391, Synergy_Bliss=-2.65, Synergy_Loewe=-43.1, Synergy_HSA=-3.33. (7) Drug 1: C1CC(C1)(C(=O)O)C(=O)O.[NH2-].[NH2-].[Pt+2]. Drug 2: CC1=C2C(C(=O)C3(C(CC4C(C3C(C(C2(C)C)(CC1OC(=O)C(C(C5=CC=CC=C5)NC(=O)C6=CC=CC=C6)O)O)OC(=O)C7=CC=CC=C7)(CO4)OC(=O)C)O)C)OC(=O)C. Cell line: CAKI-1. Synergy scores: CSS=12.9, Synergy_ZIP=4.86, Synergy_Bliss=8.55, Synergy_Loewe=-19.9, Synergy_HSA=2.89. (8) Drug 1: CC1C(C(=O)NC(C(=O)N2CCCC2C(=O)N(CC(=O)N(C(C(=O)O1)C(C)C)C)C)C(C)C)NC(=O)C3=C4C(=C(C=C3)C)OC5=C(C(=O)C(=C(C5=N4)C(=O)NC6C(OC(=O)C(N(C(=O)CN(C(=O)C7CCCN7C(=O)C(NC6=O)C(C)C)C)C)C(C)C)C)N)C. Drug 2: CC1=C(C(=O)C2=C(C1=O)N3CC4C(C3(C2COC(=O)N)OC)N4)N. Cell line: NCI/ADR-RES. Synergy scores: CSS=5.16, Synergy_ZIP=-6.13, Synergy_Bliss=-2.62, Synergy_Loewe=-7.23, Synergy_HSA=-3.36. (9) Drug 1: C1CCN(CC1)CCOC2=CC=C(C=C2)C(=O)C3=C(SC4=C3C=CC(=C4)O)C5=CC=C(C=C5)O. Drug 2: C(CC(=O)O)C(=O)CN.Cl. Cell line: NCI-H322M. Synergy scores: CSS=3.93, Synergy_ZIP=-3.32, Synergy_Bliss=-2.64, Synergy_Loewe=-3.85, Synergy_HSA=-4.02. (10) Drug 1: C1=NNC2=C1C(=O)NC=N2. Drug 2: CC(C)NC(=O)C1=CC=C(C=C1)CNNC.Cl. Cell line: KM12. Synergy scores: CSS=0.651, Synergy_ZIP=1.81, Synergy_Bliss=4.17, Synergy_Loewe=-2.15, Synergy_HSA=-1.59.